Dataset: Catalyst prediction with 721,799 reactions and 888 catalyst types from USPTO. Task: Predict which catalyst facilitates the given reaction. (1) Reactant: [Si]([O:8][C:9]1[CH:14]=[CH:13][C:12]([NH:15][C:16]([NH:18][CH2:19][C:20]2[CH:21]=[C:22]3[C:26](=[CH:27][CH:28]=2)[C:25](=[O:29])[N:24]([CH:30]2[CH2:35][CH2:34][C:33](=[O:36])[NH:32][C:31]2=[O:37])[CH2:23]3)=[O:17])=[CH:11][C:10]=1[CH3:38])(C(C)(C)C)(C)C.Cl. Product: [O:37]=[C:31]1[CH:30]([N:24]2[CH2:23][C:22]3[C:26](=[CH:27][CH:28]=[C:20]([CH2:19][NH:18][C:16]([NH:15][C:12]4[CH:13]=[CH:14][C:9]([OH:8])=[C:10]([CH3:38])[CH:11]=4)=[O:17])[CH:21]=3)[C:25]2=[O:29])[CH2:35][CH2:34][C:33](=[O:36])[NH:32]1. The catalyst class is: 158. (2) Reactant: [Br:1]N1C(=O)CCC1=O.OS(O)(=O)=O.[O:14]1[C:18]2[CH:19]=[CH:20][C:21]([C:23]3[C:24]4[CH2:38][O:37][C:36](=[O:39])[C:25]=4[CH:26]=[C:27]4[C:35]=3[C:31]3[O:32][CH2:33][O:34][C:30]=3[CH:29]=[CH:28]4)=[CH:22][C:17]=2[O:16][CH2:15]1. Product: [O:14]1[C:18]2[CH:19]=[CH:20][C:21]([C:23]3[C:24]4[CH2:38][O:37][C:36](=[O:39])[C:25]=4[CH:26]=[C:27]4[C:35]=3[C:31]3[O:32][CH2:33][O:34][C:30]=3[CH:29]=[C:28]4[Br:1])=[CH:22][C:17]=2[O:16][CH2:15]1. The catalyst class is: 49. (3) Reactant: Cl[C:2]1[C:7]([C:8]([O:10][CH3:11])=[O:9])=[CH:6][N:5]=[C:4]([Cl:12])[CH:3]=1.[Cl:13][C:14]1[CH:20]=[CH:19][C:18]([CH3:21])=[CH:17][C:15]=1[NH2:16].Cl. Product: [Cl:12][C:4]1[CH:3]=[C:2]([NH:16][C:15]2[CH:17]=[C:18]([CH3:21])[CH:19]=[CH:20][C:14]=2[Cl:13])[C:7]([C:8]([O:10][CH3:11])=[O:9])=[CH:6][N:5]=1. The catalyst class is: 8. (4) Reactant: [CH3:1][N:2]([C:6]1[CH:11]=[CH:10][C:9]([N+:12]([O-])=O)=[CH:8][N:7]=1)[CH2:3][CH2:4][OH:5]. Product: [NH2:12][C:9]1[CH:10]=[CH:11][C:6]([N:2]([CH3:1])[CH2:3][CH2:4][OH:5])=[N:7][CH:8]=1. The catalyst class is: 153. (5) Reactant: [F:1][C:2]([F:15])([F:14])[C:3](=[O:13])[CH2:4][CH2:5][CH2:6][CH2:7][CH2:8][CH2:9][C:10]([OH:12])=O.[NH2:16][C:17]1[CH:22]=[CH:21][CH:20]=[CH:19][CH:18]=1.C1C=CC2N(O)N=NC=2C=1.CN1CCOCC1.CCN=C=NCCCN(C)C. Product: [F:14][C:2]([F:1])([F:15])[C:3](=[O:13])[CH2:4][CH2:5][CH2:6][CH2:7][CH2:8][CH2:9][C:10]([NH:16][C:17]1[CH:22]=[CH:21][CH:20]=[CH:19][CH:18]=1)=[O:12]. The catalyst class is: 18. (6) Reactant: C(=O)([O-])[O-].[Cs+].[Cs+].[CH2:7]([O:9][CH2:10]Cl)[CH3:8].[CH2:12]([N:16]1[C:20]2[CH:21]=[C:22]([C:25]3[C:26]([C:30]4[CH:35]=[CH:34][CH:33]=[CH:32][CH:31]=4)=[N:27][NH:28][N:29]=3)[CH:23]=[CH:24][C:19]=2[N:18]=[C:17]1[NH2:36])[CH:13]([CH3:15])[CH3:14].[Cl-].[NH4+]. Product: [CH2:7]([O:9][CH2:10][N:28]1[NH:29][C:25]([C:22]2[CH:23]=[CH:24][C:19]3[N:18]=[C:17]([NH2:36])[N:16]([CH2:12][CH:13]([CH3:15])[CH3:14])[C:20]=3[CH:21]=2)=[C:26]([C:30]2[CH:35]=[CH:34][CH:33]=[CH:32][CH:31]=2)[NH:27]1)[CH3:8]. The catalyst class is: 3.